Dataset: Forward reaction prediction with 1.9M reactions from USPTO patents (1976-2016). Task: Predict the product of the given reaction. (1) Given the reactants [CH2:1]1[CH2:5][O:4][CH2:3][CH2:2]1.[Li+].C[Si]([N-:11][Si](C)(C)C)(C)C.F[C:17]1[C:22]([N+:23]([O-:25])=[O:24])=[CH:21][CH:20]=[CH:19][N:18]=1.[CH3:26][CH2:27][O:28]C(C)=O, predict the reaction product. The product is: [CH3:5][C:1]1[CH:2]=[C:3]([C@H:27]([O:28][C:17]2[C:22]([N+:23]([O-:25])=[O:24])=[CH:21][CH:20]=[CH:19][N:18]=2)[CH3:26])[O:4][N:11]=1. (2) Given the reactants [CH3:1][O:2][CH2:3][C:4]1[N:5]=[CH:6][O:7][CH:8]=1.[CH2:9]([O:11][C:12](=[O:33])[N:13]([C:22]1[CH:27]=[C:26](Br)[N:25]=[C:24]([NH2:29])[C:23]=1[N+:30]([O-:32])=[O:31])[CH2:14][C:15]1[CH:16]=[N:17][C:18]([CH3:21])=[CH:19][CH:20]=1)[CH3:10], predict the reaction product. The product is: [CH2:9]([O:11][C:12](=[O:33])[N:13]([C:22]1[CH:27]=[C:26]([C:6]2[O:7][CH:8]=[C:4]([CH2:3][O:2][CH3:1])[N:5]=2)[N:25]=[C:24]([NH2:29])[C:23]=1[N+:30]([O-:32])=[O:31])[CH2:14][C:15]1[CH:16]=[N:17][C:18]([CH3:21])=[CH:19][CH:20]=1)[CH3:10]. (3) Given the reactants [O:1]1[CH2:6][CH2:5][N:4]([C:7]2[CH:13]=[CH:12][C:10]([NH2:11])=[CH:9][CH:8]=2)[CH2:3][CH2:2]1.[CH3:14][O:15][C:16]1[CH:33]=[CH:32][C:19]2[NH:20][C:21]([C:23]3[CH:31]=[CH:30][C:26]([C:27]([O-])=[O:28])=[CH:25][CH:24]=3)=[N:22][C:18]=2[CH:17]=1, predict the reaction product. The product is: [CH3:14][O:15][C:16]1[CH:33]=[CH:32][C:19]2[NH:20][C:21]([C:23]3[CH:31]=[CH:30][C:26]([C:27]([NH:11][C:10]4[CH:12]=[CH:13][C:7]([N:4]5[CH2:3][CH2:2][O:1][CH2:6][CH2:5]5)=[CH:8][CH:9]=4)=[O:28])=[CH:25][CH:24]=3)=[N:22][C:18]=2[CH:17]=1. (4) Given the reactants [CH:1]1[CH:2]=[C:3]([CH2:6][NH:7][C:8]2[C:13]([C:14]([OH:16])=[O:15])=[CH:12][C:11]([S:17]([NH2:20])(=[O:19])=[O:18])=[C:10]([Cl:21])[CH:9]=2)[O:4][CH:5]=1.C1N=CN(C(N2C=N[CH:31]=[CH:30]2)=O)C=1.[C:34]([CH:38]([CH2:40][CH2:41][CH3:42])[O-])([CH3:37])(C)C.[K+].[Cl-].[Na+], predict the reaction product. The product is: [NH2:20][S:17]([C:11]1[C:10]([Cl:21])=[CH:9][C:8]([NH:7][CH2:6][C:3]2[O:4][CH:5]=[CH:1][CH:2]=2)=[C:13]([CH:12]=1)[C:14]([O:16][C@H:30]([CH3:31])[C:37]1[CH:34]=[CH:38][CH:40]=[CH:41][CH:42]=1)=[O:15])(=[O:19])=[O:18]. (5) Given the reactants [Br:1][C:2]1[CH:7]=[CH:6][C:5]([C:8]2[O:12][N:11]=[C:10]([CH3:13])[C:9]=2[CH2:14][CH2:15][OH:16])=[CH:4][CH:3]=1.C(N(CC)CC)C.[CH3:24][S:25](Cl)(=[O:27])=[O:26], predict the reaction product. The product is: [Br:1][C:2]1[CH:3]=[CH:4][C:5]([C:8]2[O:12][N:11]=[C:10]([CH3:13])[C:9]=2[CH2:14][CH2:15][O:16][S:25]([CH3:24])(=[O:27])=[O:26])=[CH:6][CH:7]=1. (6) Given the reactants [CH3:1][C:2]1([CH2:6][C:7]([O:9]CC)=[O:8])[CH2:5][O:4][CH2:3]1.[OH-].[Na+], predict the reaction product. The product is: [CH3:1][C:2]1([CH2:6][C:7]([OH:9])=[O:8])[CH2:5][O:4][CH2:3]1. (7) Given the reactants Br[C:2]1[N:6]([CH:7]([CH3:9])[CH3:8])[C:5]2[CH:10]([C:22]3[CH:29]=[CH:28][C:25]([C:26]#[N:27])=[CH:24][CH:23]=3)[N:11]([C:14]3[CH:19]=[CH:18][CH:17]=[C:16]([Cl:20])[C:15]=3[F:21])[C:12](=[O:13])[C:4]=2[CH:3]=1.[CH3:30][O:31][C:32]1[N:37]=[C:36]([O:38][CH3:39])[C:35](B(O)O)=[CH:34][N:33]=1.BrC1N(C(C)C)C2C(C3C=CC(Cl)=CC=3)N(C3C=C(Cl)C=CC=3C)C(=O)C=2C=1.C(C1C=CC(OC)=C(B(O)O)C=1)#N, predict the reaction product. The product is: [Cl:20][C:16]1[C:15]([F:21])=[C:14]([N:11]2[C:12](=[O:13])[C:4]3[CH:3]=[C:2]([C:35]4[C:36]([O:38][CH3:39])=[N:37][C:32]([O:31][CH3:30])=[N:33][CH:34]=4)[N:6]([CH:7]([CH3:9])[CH3:8])[C:5]=3[CH:10]2[C:22]2[CH:29]=[CH:28][C:25]([C:26]#[N:27])=[CH:24][CH:23]=2)[CH:19]=[CH:18][CH:17]=1. (8) Given the reactants C([O:3][C:4]([CH:6]1[CH2:11][CH2:10][CH2:9][N:8]([C:12]2[CH:21]=[CH:20][C:19]3[C:14](=[CH:15][CH:16]=[C:17]([Cl:34])[C:18]=3[C:22](=[O:33])[NH:23][CH2:24][CH:25]3[CH2:30][CH2:29][C:28]([F:32])([F:31])[CH2:27][CH2:26]3)[N:13]=2)[CH2:7]1)=[O:5])C.[OH-].[Na+], predict the reaction product. The product is: [Cl:34][C:17]1[C:18]([C:22](=[O:33])[NH:23][CH2:24][CH:25]2[CH2:30][CH2:29][C:28]([F:32])([F:31])[CH2:27][CH2:26]2)=[C:19]2[C:14](=[CH:15][CH:16]=1)[N:13]=[C:12]([N:8]1[CH2:9][CH2:10][CH2:11][CH:6]([C:4]([OH:5])=[O:3])[CH2:7]1)[CH:21]=[CH:20]2. (9) Given the reactants CNCCO.O[C:7]1[CH:17]=[CH:16][C:10]([CH:11]=[CH:12][C:13](=[O:15])[CH3:14])=[CH:9][CH:8]=1, predict the reaction product. The product is: [CH:11](=[CH:12][C:13](=[O:15])[CH3:14])[C:10]1[CH:16]=[CH:17][CH:7]=[CH:8][CH:9]=1.